Dataset: Forward reaction prediction with 1.9M reactions from USPTO patents (1976-2016). Task: Predict the product of the given reaction. (1) The product is: [N+:1]([C:4]1[N:8]=[CH:7][N:6]([C:9]([C:10]2[CH:15]=[CH:14][CH:13]=[CH:12][CH:11]=2)([C:22]2[CH:23]=[CH:24][CH:25]=[CH:26][CH:27]=2)[C:16]2[CH:17]=[CH:18][CH:19]=[CH:20][CH:21]=2)[N:5]=1)([O-:3])=[O:2]. Given the reactants [N+:1]([C:4]1[N:8]=[CH:7][NH:6][N:5]=1)([O-:3])=[O:2].[C:9](Cl)([C:22]1[CH:27]=[CH:26][CH:25]=[CH:24][CH:23]=1)([C:16]1[CH:21]=[CH:20][CH:19]=[CH:18][CH:17]=1)[C:10]1[CH:15]=[CH:14][CH:13]=[CH:12][CH:11]=1.C(N(C(C)C)CC)(C)C, predict the reaction product. (2) Given the reactants [NH2:1][C:2]1[N:7]=[C:6]([O:8]S(C(F)(F)F)(=O)=O)[C:5]([N+:16]([O-:18])=[O:17])=[C:4]([C:19]2[O:20][CH:21]=[CH:22][CH:23]=2)[N:3]=1.[CH:24]1(O)[CH2:29][CH2:28][CH2:27][CH2:26][CH2:25]1.C1CCN2C(=NCCC2)CC1, predict the reaction product. The product is: [CH:24]1([O:8][C:6]2[C:5]([N+:16]([O-:18])=[O:17])=[C:4]([C:19]3[O:20][CH:21]=[CH:22][CH:23]=3)[N:3]=[C:2]([NH2:1])[N:7]=2)[CH2:29][CH2:28][CH2:27][CH2:26][CH2:25]1. (3) Given the reactants Cl.[CH3:2][O:3][C:4](=[O:21])[CH:5]([NH:13]CC1C=CC=CC=1)[C:6]1[CH:11]=[CH:10][C:9]([F:12])=[CH:8][CH:7]=1.C([O-])=O.[NH4+], predict the reaction product. The product is: [CH3:2][O:3][C:4](=[O:21])[CH:5]([NH2:13])[C:6]1[CH:11]=[CH:10][C:9]([F:12])=[CH:8][CH:7]=1. (4) Given the reactants C(OC(=O)[NH:7][C@H:8]1[CH2:13][CH2:12][C@@H:11]([CH2:14][NH:15][C:16](=[O:31])[C:17]2[CH:22]=[C:21]([C:23]([F:26])([F:25])[F:24])[CH:20]=[C:19]([C:27]([F:30])([F:29])[F:28])[CH:18]=2)[CH2:10][CH2:9]1)(C)(C)C.[C:33]([OH:39])([C:35]([F:38])([F:37])[F:36])=[O:34].O, predict the reaction product. The product is: [F:36][C:35]([F:38])([F:37])[C:33]([OH:39])=[O:34].[NH2:7][C@@H:8]1[CH2:9][CH2:10][C@H:11]([CH2:14][NH:15][C:16](=[O:31])[C:17]2[CH:22]=[C:21]([C:23]([F:25])([F:26])[F:24])[CH:20]=[C:19]([C:27]([F:28])([F:29])[F:30])[CH:18]=2)[CH2:12][CH2:13]1.